The task is: Predict the reactants needed to synthesize the given product.. This data is from Full USPTO retrosynthesis dataset with 1.9M reactions from patents (1976-2016). (1) The reactants are: [F:1][C:2]([F:40])([F:39])[C:3]1[CH:4]=[C:5]([CH:32]=[C:33]([C:35]([F:38])([F:37])[F:36])[CH:34]=1)[CH2:6][N:7]([CH2:15][C:16]1[C:17]([N:24]([CH2:28][CH:29]2[CH2:31][CH2:30]2)[CH2:25][CH2:26][CH3:27])=[N:18][C:19]([O:22][CH3:23])=[N:20][CH:21]=1)[C:8]1[N:13]=[CH:12][C:11]([OH:14])=[CH:10][N:9]=1.C(=O)([O-])[O-].[K+].[K+].Br[CH2:48][CH2:49][CH2:50][C:51]([O:53][CH2:54][CH3:55])=[O:52]. Given the product [F:40][C:2]([F:1])([F:39])[C:3]1[CH:4]=[C:5]([CH:32]=[C:33]([C:35]([F:37])([F:38])[F:36])[CH:34]=1)[CH2:6][N:7]([CH2:15][C:16]1[C:17]([N:24]([CH2:28][CH:29]2[CH2:31][CH2:30]2)[CH2:25][CH2:26][CH3:27])=[N:18][C:19]([O:22][CH3:23])=[N:20][CH:21]=1)[C:8]1[N:9]=[CH:10][C:11]([O:14][CH2:48][CH2:49][CH2:50][C:51]([O:53][CH2:54][CH3:55])=[O:52])=[CH:12][N:13]=1, predict the reactants needed to synthesize it. (2) Given the product [NH2:3][CH2:12][CH2:13][CH:14]1[CH2:15][CH2:16][N:17]([C:20]([O:22][C:23]([CH3:26])([CH3:25])[CH3:24])=[O:21])[CH2:18][CH2:19]1, predict the reactants needed to synthesize it. The reactants are: O=C1C2C(=CC=CC=2)C(=O)[N:3]1[CH2:12][CH2:13][CH:14]1[CH2:19][CH2:18][N:17]([C:20]([O:22][C:23]([CH3:26])([CH3:25])[CH3:24])=[O:21])[CH2:16][CH2:15]1.O. (3) Given the product [CH3:14][O:15][C:16](=[O:30])[CH2:17][C:18]1[C:22]2[C:23]([Cl:29])=[CH:24][C:25]([O:28][CH2:38][C:37]3[C:32]([CH3:31])=[N:33][C:34]([C:40]([F:43])([F:41])[F:42])=[CH:35][CH:36]=3)=[C:26]([F:27])[C:21]=2[S:20][CH:19]=1, predict the reactants needed to synthesize it. The reactants are: C(P(CCCC)CCCC)CCC.[CH3:14][O:15][C:16](=[O:30])[CH2:17][C:18]1[C:22]2[C:23]([Cl:29])=[CH:24][C:25]([OH:28])=[C:26]([F:27])[C:21]=2[S:20][CH:19]=1.[CH3:31][C:32]1[C:37]([CH2:38]O)=[CH:36][CH:35]=[C:34]([C:40]([F:43])([F:42])[F:41])[N:33]=1.C1CCN(C(N=NC(N2CCCCC2)=O)=O)CC1. (4) The reactants are: Cl[C:2]1[N:7]=[C:6]([Cl:8])[N:5]=[C:4]([NH:9][C@@H:10]2[C:18]3[C:13](=[CH:14][CH:15]=[CH:16][CH:17]=3)[CH2:12][CH2:11]2)[N:3]=1.Cl.[NH2:20][C@@H:21]1[CH2:25][C@H:24]([CH2:26][OH:27])[C@@H:23]([OH:28])[C@H:22]1[OH:29].C(=O)([O-])[O-].[K+].[K+]. Given the product [Cl:8][C:6]1[N:5]=[C:4]([NH:9][C@@H:10]2[C:18]3[C:13](=[CH:14][CH:15]=[CH:16][CH:17]=3)[CH2:12][CH2:11]2)[N:3]=[C:2]([NH:20][C@@H:21]2[CH2:25][C@H:24]([CH2:26][OH:27])[C@@H:23]([OH:28])[C@H:22]2[OH:29])[N:7]=1, predict the reactants needed to synthesize it. (5) Given the product [CH3:25][O:24][C:19]1[CH:20]=[CH:21][CH:22]=[CH:23][C:18]=1[C:15]1[CH:16]=[C:17]2[C:12](=[CH:13][CH:14]=1)[NH:11][C:10]([CH3:26])([CH3:27])[CH:9]=[C:8]2[CH2:7][NH:33][C:34]1[CH:39]=[CH:38][CH:37]=[CH:36][CH:35]=1, predict the reactants needed to synthesize it. The reactants are: C1(S[CH2:7][C:8]2[C:17]3[C:12](=[CH:13][CH:14]=[C:15]([C:18]4[CH:23]=[CH:22][CH:21]=[CH:20][C:19]=4[O:24][CH3:25])[CH:16]=3)[NH:11][C:10]([CH3:27])([CH3:26])[CH:9]=2)CCCC1.BrCC1[C:39]2[C:34](=[CH:35][CH:36]=[C:37](C3C=CC=CC=3OC)[CH:38]=2)[NH:33]C(C)(C)C=1.C(=O)([O-])[O-].[K+].[K+].C1(S)CCCC1. (6) Given the product [I:1][C:2]1[CH:3]=[C:4]2[C:9](=[CH:10][CH:11]=1)[N:8]=[C:7]([NH:28][C:16]1[CH:17]=[CH:18][C:19]([O:20][C:21]3[CH:22]=[N:23][C:24]([CH3:27])=[CH:25][CH:26]=3)=[C:14]([CH3:13])[CH:15]=1)[N:6]=[CH:5]2, predict the reactants needed to synthesize it. The reactants are: [I:1][C:2]1[CH:3]=[C:4]2[C:9](=[CH:10][CH:11]=1)[N:8]=[CH:7][N:6]=[C:5]2Cl.[CH3:13][C:14]1[CH:15]=[C:16]([NH2:28])[CH:17]=[CH:18][C:19]=1[O:20][C:21]1[CH:22]=[N:23][C:24]([CH3:27])=[CH:25][CH:26]=1. (7) Given the product [N:14]1([CH2:13][CH:10]2[CH2:11][CH2:12][CH:9]2[N:7]2[CH:8]=[C:4]([NH:1][C:33](=[O:34])[C@@H:32]([NH:31][CH:25]3[CH2:24][CH2:23][C:22]4[C:27](=[C:28]([F:30])[CH:29]=[C:20]([F:19])[CH:21]=4)[CH2:26]3)[CH2:36][CH2:37][CH3:38])[N:5]=[CH:6]2)[CH2:18][CH2:17][CH2:16][CH2:15]1, predict the reactants needed to synthesize it. The reactants are: [N+:1]([C:4]1[N:5]=[CH:6][N:7]([CH:9]2[CH2:12][CH2:11][CH:10]2[CH2:13][N:14]2[CH2:18][CH2:17][CH2:16][CH2:15]2)[CH:8]=1)([O-])=O.[F:19][C:20]1[CH:21]=[C:22]2[C:27](=[C:28]([F:30])[CH:29]=1)[CH2:26][CH:25]([NH:31][CH:32]([CH2:36][CH2:37][CH3:38])[C:33](O)=[O:34])[CH2:24][CH2:23]2.